From a dataset of Reaction yield outcomes from USPTO patents with 853,638 reactions. Predict the reaction yield, written as a fraction of the theoretical maximum amount of product (1.0 means a 100% yield; for example, 0.34 means a 34% yield). The reactants are [NH2:1][CH2:2][C:3]1[CH:4]=[C:5]([C:9]2[N:10]([CH3:21])[C:11]3[C:16]([C:17]=2[C:18]#[N:19])=[CH:15][CH:14]=[C:13]([Cl:20])[CH:12]=3)[CH:6]=[N:7][CH:8]=1.[CH2:22]([N:24]=[C:25]=[O:26])[CH3:23]. The catalyst is ClCCl. The product is [NH4+:1].[OH-:26].[Cl:20][C:13]1[CH:12]=[C:11]2[C:16]([C:17]([C:18]#[N:19])=[C:9]([C:5]3[CH:4]=[C:3]([CH2:2][NH:1][C:25]([NH:24][CH2:22][CH3:23])=[O:26])[CH:8]=[N:7][CH:6]=3)[N:10]2[CH3:21])=[CH:15][CH:14]=1. The yield is 0.00100.